The task is: Predict the reactants needed to synthesize the given product.. This data is from Full USPTO retrosynthesis dataset with 1.9M reactions from patents (1976-2016). Given the product [C:14]([NH:17][C:18]1[S:22][C:21]2[C:23]3[C:28]([CH2:29][CH2:30][C:20]=2[C:19]=1[C:31]([NH2:33])=[O:32])=[CH:27][CH:26]=[CH:25][CH:24]=3)(=[O:15])[CH3:3], predict the reactants needed to synthesize it. The reactants are: NC1SC2C3C(CC=2[C:3]=1[C:14](N)=[O:15])=CC=CC=3.[NH2:17][C:18]1[S:22][C:21]2[C:23]3[C:28]([CH2:29][CH2:30][C:20]=2[C:19]=1[C:31]([NH2:33])=[O:32])=[CH:27][CH:26]=[CH:25][CH:24]=3.